This data is from Full USPTO retrosynthesis dataset with 1.9M reactions from patents (1976-2016). The task is: Predict the reactants needed to synthesize the given product. Given the product [Cl:1][C:2]1[CH:3]=[CH:4][C:5]2[N:6]([C:8]([C:14]3[CH:13]=[CH:12][C:21]4[C:16](=[CH:17][CH:18]=[CH:19][CH:20]=4)[CH:15]=3)=[CH:9][N:10]=2)[N:7]=1, predict the reactants needed to synthesize it. The reactants are: [Cl:1][C:2]1[CH:3]=[CH:4][C:5]2[N:6]([C:8](I)=[CH:9][N:10]=2)[N:7]=1.[CH:12]1[C:21]2[C:16](=[CH:17][CH:18]=[CH:19][CH:20]=2)[CH:15]=[CH:14][C:13]=1B(O)O.